Dataset: Reaction yield outcomes from USPTO patents with 853,638 reactions. Task: Predict the reaction yield, written as a fraction of the theoretical maximum amount of product (1.0 means a 100% yield; for example, 0.34 means a 34% yield). The reactants are [NH:1]1[C:9]2[C:4](=[CH:5][CH:6]=[CH:7][C:8]=2[C:10]([O:12][CH3:13])=[O:11])[CH:3]=[CH:2]1.N1C2C(=CC=CC=2)C=[C:15]1C(OCC)=O. No catalyst specified. The product is [CH3:15][N:1]1[C:9]2[C:4](=[CH:5][CH:6]=[CH:7][C:8]=2[C:10]([O:12][CH3:13])=[O:11])[CH:3]=[CH:2]1. The yield is 0.900.